From a dataset of Full USPTO retrosynthesis dataset with 1.9M reactions from patents (1976-2016). Predict the reactants needed to synthesize the given product. (1) Given the product [C:1]([O:5][C:6](=[O:20])[C:7]([CH3:8])([S:9][C:10]1[CH:11]=[CH:12][C:13]([C:14]([O:16][CH2:29][C:28]2[C:24]([CH2:21][CH2:22][CH3:23])=[N:25][N:26]([CH2:31][C:32]3[CH:33]=[CH:34][C:35]([C:38]([F:41])([F:39])[F:40])=[CH:36][CH:37]=3)[CH:27]=2)=[O:15])=[CH:17][CH:18]=1)[CH3:19])([CH3:2])([CH3:3])[CH3:4], predict the reactants needed to synthesize it. The reactants are: [C:1]([O:5][C:6](=[O:20])[C:7]([CH3:19])([S:9][C:10]1[CH:18]=[CH:17][C:13]([C:14]([OH:16])=[O:15])=[CH:12][CH:11]=1)[CH3:8])([CH3:4])([CH3:3])[CH3:2].[CH2:21]([C:24]1[C:28]([CH2:29]O)=[CH:27][N:26]([CH2:31][C:32]2[CH:37]=[CH:36][C:35]([C:38]([F:41])([F:40])[F:39])=[CH:34][CH:33]=2)[N:25]=1)[CH2:22][CH3:23].C1(N=C=NC2CCCCC2)CCCCC1. (2) Given the product [CH3:1][O:2][C:3](=[O:24])[CH2:4][C:5]1[CH:10]=[C:9]([S:32]([C:29]2[CH:30]=[CH:31][C:26]([F:25])=[CH:27][CH:28]=2)(=[O:34])=[O:33])[CH:8]=[C:7]([O:19][CH2:20][CH2:21][CH2:22][CH3:23])[CH:6]=1, predict the reactants needed to synthesize it. The reactants are: [CH3:1][O:2][C:3](=[O:24])[CH2:4][C:5]1[CH:10]=[C:9](OS(C(F)(F)F)(=O)=O)[CH:8]=[C:7]([O:19][CH2:20][CH2:21][CH2:22][CH3:23])[CH:6]=1.[F:25][C:26]1[CH:31]=[CH:30][C:29]([S:32]([O-:34])=[O:33])=[CH:28][CH:27]=1.[Na+].C1(C)C=CC=CC=1.C(=O)([O-])[O-].[Cs+].[Cs+].CC1(C)C2C(=C(P(C3C=CC=CC=3)C3C=CC=CC=3)C=CC=2)OC2C(P(C3C=CC=CC=3)C3C=CC=CC=3)=CC=CC1=2. (3) Given the product [CH3:13][O:12][C:5]1[CH:6]=[C:7]([CH:10]=[CH:11][C:4]=1[N:17]1[N:18]=[N:19][C:15]([CH3:14])=[N:16]1)[CH:8]=[O:9], predict the reactants needed to synthesize it. The reactants are: [OH-].[Na+].F[C:4]1[CH:11]=[CH:10][C:7]([CH:8]=[O:9])=[CH:6][C:5]=1[O:12][CH3:13].[CH3:14][C:15]1[NH:19][N:18]=[N:17][N:16]=1. (4) Given the product [C:1]([N:21]1[CH:25]=[C:24]([CH:26]=[O:27])[N:23]=[CH:22]1)([C:14]1[CH:19]=[CH:18][CH:17]=[CH:16][CH:15]=1)([C:8]1[CH:13]=[CH:12][CH:11]=[CH:10][CH:9]=1)[C:2]1[CH:7]=[CH:6][CH:5]=[CH:4][CH:3]=1, predict the reactants needed to synthesize it. The reactants are: [C:1](Cl)([C:14]1[CH:19]=[CH:18][CH:17]=[CH:16][CH:15]=1)([C:8]1[CH:13]=[CH:12][CH:11]=[CH:10][CH:9]=1)[C:2]1[CH:7]=[CH:6][CH:5]=[CH:4][CH:3]=1.[NH:21]1[CH:25]=[C:24]([CH:26]=[O:27])[N:23]=[CH:22]1.C(N(CC)CC)C.O. (5) Given the product [NH2:12][C:13]1[C:14]2[C:21]([C:22]([C:24]3[CH:29]=[C:28]([CH3:30])[N:27]=[C:26]([NH:31][S:8]([C:3]4[CH:4]=[CH:5][CH:6]=[CH:7][C:2]=4[F:1])(=[O:10])=[O:9])[CH:25]=3)=[O:23])=[CH:20][N:19]([CH:32]([CH3:34])[CH3:33])[C:15]=2[N:16]=[CH:17][N:18]=1, predict the reactants needed to synthesize it. The reactants are: [F:1][C:2]1[CH:7]=[CH:6][CH:5]=[CH:4][C:3]=1[S:8](Cl)(=[O:10])=[O:9].[NH2:12][C:13]1[C:14]2[C:21]([C:22]([C:24]3[CH:29]=[C:28]([CH3:30])[N:27]=[C:26]([NH2:31])[CH:25]=3)=[O:23])=[CH:20][N:19]([CH:32]([CH3:34])[CH3:33])[C:15]=2[N:16]=[CH:17][N:18]=1.